Dataset: Reaction yield outcomes from USPTO patents with 853,638 reactions. Task: Predict the reaction yield, written as a fraction of the theoretical maximum amount of product (1.0 means a 100% yield; for example, 0.34 means a 34% yield). (1) The reactants are [C:1]([O:5][C:6]([N:8]([CH2:20][C:21]1[CH:32]=[C:31]([O:33][CH3:34])[CH:30]=[CH:29][C:22]=1[CH:23]=[CH:24][C:25]([O:27][CH3:28])=[O:26])[CH2:9][C:10]1[CH:15]=[CH:14][C:13]([C:16]([F:19])([F:18])[F:17])=[CH:12][CH:11]=1)=[O:7])([CH3:4])([CH3:3])[CH3:2]. The catalyst is CO.[Pd]. The product is [C:1]([O:5][C:6]([N:8]([CH2:20][C:21]1[CH:32]=[C:31]([O:33][CH3:34])[CH:30]=[CH:29][C:22]=1[CH2:23][CH2:24][C:25]([O:27][CH3:28])=[O:26])[CH2:9][C:10]1[CH:11]=[CH:12][C:13]([C:16]([F:17])([F:18])[F:19])=[CH:14][CH:15]=1)=[O:7])([CH3:3])([CH3:4])[CH3:2]. The yield is 0.980. (2) The reactants are C[O:2][C:3](=O)[CH2:4][CH2:5][C:6]1[C:7](=[O:20])[N:8]([CH2:11][CH2:12][C:13]2[CH:18]=[CH:17][CH:16]=[CH:15][C:14]=2[F:19])[CH2:9][CH:10]=1.[NH2:22][O:23][K].C(O)(=O)C. The catalyst is CO.CO.C(Cl)(Cl)Cl. The product is [F:19][C:14]1[CH:15]=[CH:16][CH:17]=[CH:18][C:13]=1[CH2:12][CH2:11][N:8]1[CH2:9][CH:10]=[C:6]([CH2:5][CH2:4][C:3]([NH:22][OH:23])=[O:2])[C:7]1=[O:20]. The yield is 0.650. (3) The reactants are [O:1]=[S:2]([Cl:4])Cl.[N+:5]([C:8]1[CH:14]=[C:13]([F:15])[CH:12]=[CH:11][C:9]=1N)([O-:7])=[O:6].N([O-])=[O:17].[Na+].Cl. The catalyst is O.Cl[Cu]. The product is [F:15][C:13]1[CH:12]=[CH:11][C:9]([S:2]([Cl:4])(=[O:1])=[O:17])=[C:8]([N+:5]([O-:7])=[O:6])[CH:14]=1. The yield is 0.810. (4) The product is [Cl:3][C:13]1[C:14]2[C:9](=[CH:8][C:7]([NH2:6])=[C:16]([Cl:17])[CH:15]=2)[CH:10]=[CH:11][N:12]=1. The yield is 0.550. No catalyst specified. The reactants are P(Cl)(Cl)([Cl:3])=O.[NH2:6][C:7]1[CH:8]=[C:9]2[C:14](=[CH:15][C:16]=1[Cl:17])[C:13](=O)[NH:12][CH:11]=[CH:10]2.[OH-].[Na+].